From a dataset of Experimentally validated miRNA-target interactions with 360,000+ pairs, plus equal number of negative samples. Binary Classification. Given a miRNA mature sequence and a target amino acid sequence, predict their likelihood of interaction. (1) The miRNA is hsa-miR-4486 with sequence GCUGGGCGAGGCUGGCA. The protein sequence of the target gene is MAKHKRKGLEGTGKESKRQKITPAEETPRTSEAGPDKETASTLVQEASPELSPEERRVLERKLKKERKKEEKKRLREAGIAATQTAKVQTLPAKPSAATLALEYLQGWAQKQESWRFQKTRQTWLLLHMYDEDKVPDEHFPTLLDYLEGLRGSARELTVRKAEALMQKLDEAEPEDSGGSPGKVQRLRQVLQLLS. Result: 0 (no interaction). (2) The miRNA is rno-miR-125b-5p with sequence UCCCUGAGACCCUAACUUGUGA. The protein sequence of the target gene is MSDQQLDCALDLMRRLPPQQIEKNLSDLIDLVPSLCEDLLSSVDQPLKIARDKVVGKDYLLCDYNRDGDSYRSPWSNKYDPPLEDGAMPSARLRKLEVEANNAFDQYRDLYFEGGVSSVYLWDLDHGFAGVILIKKAGDGSKKIKGCWDSIHVVEVQEKSSGRTAHYKLTSTVMLWLQTNKSGSGTMNLGGSLTRQMEKDETVSDCSPHIANIGRLVEDMENKIRSTLNEIYFGKTKDIVNGLRSIDAIPDNQKFKQLQRELSQVLTQRQIYIQPDN. Result: 0 (no interaction). (3) The miRNA is rno-miR-200b-5p with sequence CAUCUUACUGGGCAGCAUUGGA. The protein sequence of the target gene is MMDSENKPENDEDEKINKEAQDLTKLSSHNEDGGPVSDVIASFPENSMGKRGFSESSNSDSVVIGEDRNKHASKRRKLDEAEPLKSGKQGICRLETSESSVTEGGIALDETGKETFLSDCTVGGTCLPNALSPSCNFSTIDVVSLKTDTEKTSAQEMVSLDLERESPFPPKEISVSCTIGNVDTVLKCSICGHLFSSCSDLEKHAESHMQQPKEHTCCHCSHKAESSSALHMHIKQAHGPQKVFSCDLCGFQCSEENLLNAHYLGKTHLRRQNLAARGGFVQILTKQPFPKKSRTMATKN.... Result: 0 (no interaction). (4) The miRNA is hsa-miR-130a-3p with sequence CAGUGCAAUGUUAAAAGGGCAU. The protein sequence of the target gene is MYTAIPQSGSPFPGSVQDPGLHVWRVEKLKPVPVAQENQGVFFSGDSYLVLHNGPEEVSHLHLWIGQQSSRDEQGACAVLAVHLNTLLGERPVQHREVQGNESDLFMSYFPRGLKYQEGGVESAFHKTSTGAPAAIKKLYQVKGKKNIRATERALNWDSFNTGDCFILDLGQNIFAWCGGKSNILERNKARDLALAIRDSERQGKAQVEIVTDGEEPAEMIQVLGPKPALKEGNPEEDLTADKANAQAAALYKVSDATGQMNLTKVADSSPFALELLISDDCFVLDNGLCGKIYIWKGRK.... Result: 0 (no interaction). (5) The miRNA is hsa-miR-155-3p with sequence CUCCUACAUAUUAGCAUUAACA. The protein sequence of the target gene is MAAEEADVDIEGDVVAAAGAQPGSGENTASVLQKDHYLDSSWRTENGLIPWTLDNTISEENRAVIEKMLLEEEYYLSKKSQPEKVWLDQKEDDKKYMKSLQKTAKIMVHSPTKPASYSVKWTIEEKELFEQGLAKFGRRWTKISKLIGSRTVLQVKSYARQYFKNKVKCGLDKETPNQKTGHNLQVKNEDKGTKAWTPSCLRGRADPNLNAVKIEKLSDDEEVDITDEVDELSSQTPQKNSSSDLLLDFPNSKMHETNQGEFITSDSQEALFSKSSRGCLQNEKQDETLSSSEITLWTEK.... Result: 0 (no interaction). (6) The miRNA is cel-miR-63-3p with sequence UAUGACACUGAAGCGAGUUGGAAA. The protein sequence of the target gene is MDLQLKQWRSQQQQQHQTESEEQPSAAKIPKHVFDQIHSHTATSTALPLFTPEPTSSKLSSLSPDSSSRFPKMGSFFSWAQWQELELQALIYRYMLAGAAVPQELLLPIKKSLLHLSPSYFLHHPLQHLPHYQPAWYLGRAAMDPEPGRCRRTDGKKWRCSRDVFAGHKYCERHMHRGRNRSRKPVETPTTVNATATSMASSVAAAATTTTATTTSTFAFGGGGGSEEVVGQGGSFFFSGSSNSSSELLHLSQSCSEMKQESNNMNNKRPYESHIGFSNNRSDGGHILRPFFDDWPRSSL.... Result: 0 (no interaction). (7) The miRNA is hsa-miR-6820-3p with sequence UGUGACUUCUCCCCUGCCACAG. The protein sequence of the target gene is MTSWQRLCWHYRLWTLGCYMLLAILALKLSLRLKCDFDAMDLDSEEFQSQYCRDLLYKTLKLPAKSSINCSGVIRGEQKAVTQALLNNLEIKKKQQLFTEADYLRMTADCEHFKTKRKFIQVPLSKEEASFPIAYSMVVHEKIENFERLLRAVYTPQNVYCVHMDQKSSEPFKQAVRAIVSCFPNVFIASKLVSVVYASWSRVQADLNCMEDLLQSPVPWKYLLNTCGTDFPIKTNAEMVKALKLLKGQNSMESEVPPPHKKSRWKYHYEVTDTLHMTSKRKTPPPNNLTMFTGNAYMVA.... Result: 0 (no interaction). (8) The miRNA is hsa-miR-1827 with sequence UGAGGCAGUAGAUUGAAU. The protein sequence of the target gene is MALLFARSLRLCRWGAKRLGVASTEAQRGVSFKLEEKTAHSSLALFRDDMGVKYGLVGLEPTKVALNVERFREWAVVLADTAVTSGRHYWEVTVKRSQQFRIGVADVDMSRDSCIGVDDRSWVFTYAQRKWYTMLANEKAPVEGIGQPEKVGLLLEYEAQKLSLVDVSQVSVVHTLQTDFRGPVVPAFALWDGELLTHSGLEVPEGL. Result: 1 (interaction).